The task is: Predict which catalyst facilitates the given reaction.. This data is from Catalyst prediction with 721,799 reactions and 888 catalyst types from USPTO. (1) Reactant: CC([N:5]([CH2:9][CH:10]([NH:18][C:19]([C:21]1[S:22][CH:23]=[C:24]([C:27]2[N:31]([CH3:32])[N:30]=[CH:29][CH:28]=2)[C:25]=1[CH3:26])=[O:20])[CH2:11][C:12]1[CH:17]=[CH:16][CH:15]=[CH:14][CH:13]=1)C(=O)[O-])(C)C.[C:33]([OH:39])([C:35]([F:38])([F:37])[F:36])=[O:34]. Product: [C:33]([OH:39])([C:35]([F:38])([F:37])[F:36])=[O:34].[NH2:5][CH2:9][CH:10]([NH:18][C:19]([C:21]1[S:22][CH:23]=[C:24]([C:27]2[N:31]([CH3:32])[N:30]=[CH:29][CH:28]=2)[C:25]=1[CH3:26])=[O:20])[CH2:11][C:12]1[CH:17]=[CH:16][CH:15]=[CH:14][CH:13]=1. The catalyst class is: 2. (2) Reactant: [C:1]([O:5][C:6]([N:8]1[CH2:13][CH2:12][CH:11]([NH:14][CH2:15][C:16]2[C:21]([C:22]3[CH:27]=[CH:26][CH:25]=[CH:24][CH:23]=3)=[CH:20][CH:19]=[CH:18][N:17]=2)[CH2:10][CH2:9]1)=[O:7])([CH3:4])([CH3:3])[CH3:2].[CH3:28][C:29]1[C:30]([CH:36]=O)=[N:31][CH:32]=[C:33]([CH3:35])[CH:34]=1.[BH-](OC(C)=O)(OC(C)=O)OC(C)=O.[Na+]. Product: [C:1]([O:5][C:6]([N:8]1[CH2:9][CH2:10][CH:11]([N:14]([CH2:36][C:30]2[C:29]([CH3:28])=[CH:34][C:33]([CH3:35])=[CH:32][N:31]=2)[CH2:15][C:16]2[C:21]([C:22]3[CH:27]=[CH:26][CH:25]=[CH:24][CH:23]=3)=[CH:20][CH:19]=[CH:18][N:17]=2)[CH2:12][CH2:13]1)=[O:7])([CH3:4])([CH3:2])[CH3:3]. The catalyst class is: 2.